From a dataset of Buchwald-Hartwig C-N cross coupling reaction yields with 55,370 reactions. Predict the reaction yield, written as a fraction of the theoretical maximum amount of product (1.0 means a 100% yield; for example, 0.34 means a 34% yield). (1) The reactants are FC(F)(F)c1ccc(Cl)cc1.Cc1ccc(N)cc1.O=S(=O)(O[Pd]1c2ccccc2-c2ccccc2N~1)C(F)(F)F.CC(C)c1cc(C(C)C)c(-c2ccccc2P(C(C)(C)C)C(C)(C)C)c(C(C)C)c1.CN(C)C(=NC(C)(C)C)N(C)C.Cc1cc(-c2ccccc2)on1. No catalyst specified. The product is Cc1ccc(Nc2ccc(C(F)(F)F)cc2)cc1. The yield is 0.313. (2) The reactants are CCc1ccc(Cl)cc1.Cc1ccc(N)cc1.O=S(=O)(O[Pd]1c2ccccc2-c2ccccc2N~1)C(F)(F)F.COc1ccc(OC)c(P([C@]23C[C@H]4C[C@H](C[C@H](C4)C2)C3)[C@]23C[C@H]4C[C@H](C[C@H](C4)C2)C3)c1-c1c(C(C)C)cc(C(C)C)cc1C(C)C.CN(C)C(=NC(C)(C)C)N(C)C.c1ccc2oncc2c1. No catalyst specified. The product is CCc1ccc(Nc2ccc(C)cc2)cc1. The yield is 0.0104. (3) The reactants are Ic1ccccn1.Cc1ccc(N)cc1.O=S(=O)(O[Pd]1c2ccccc2-c2ccccc2N~1)C(F)(F)F.CC(C)c1cc(C(C)C)c(-c2ccccc2P(C(C)(C)C)C(C)(C)C)c(C(C)C)c1.CCN=P(N=P(N(C)C)(N(C)C)N(C)C)(N(C)C)N(C)C.c1ccc2nocc2c1. No catalyst specified. The product is Cc1ccc(Nc2ccccn2)cc1. The yield is 0.190. (4) The reactants are Clc1ccccn1.Cc1ccc(N)cc1.O=S(=O)(O[Pd]1c2ccccc2-c2ccccc2N~1)C(F)(F)F.COc1ccc(OC)c(P([C@]23C[C@H]4C[C@H](C[C@H](C4)C2)C3)[C@]23C[C@H]4C[C@H](C[C@H](C4)C2)C3)c1-c1c(C(C)C)cc(C(C)C)cc1C(C)C.CN1CCCN2CCCN=C12.c1ccc(CN(Cc2ccccc2)c2ccon2)cc1. No catalyst specified. The product is Cc1ccc(Nc2ccccn2)cc1. The yield is 0.891. (5) The reactants are Clc1cccnc1.Cc1ccc(N)cc1.O=S(=O)(O[Pd]1c2ccccc2-c2ccccc2N~1)C(F)(F)F.COc1ccc(OC)c(P(C(C)(C)C)C(C)(C)C)c1-c1c(C(C)C)cc(C(C)C)cc1C(C)C.CCN=P(N=P(N(C)C)(N(C)C)N(C)C)(N(C)C)N(C)C.Fc1cccc(F)c1-c1ccno1. No catalyst specified. The product is Cc1ccc(Nc2cccnc2)cc1. The yield is 0.0850. (6) The reactants are COc1ccc(I)cc1.Cc1ccc(N)cc1.O=S(=O)(O[Pd]1c2ccccc2-c2ccccc2N~1)C(F)(F)F.CC(C)c1cc(C(C)C)c(-c2ccccc2P(C2CCCCC2)C2CCCCC2)c(C(C)C)c1.CN(C)C(=NC(C)(C)C)N(C)C.c1ccc2nocc2c1. No catalyst specified. The product is COc1ccc(Nc2ccc(C)cc2)cc1. The yield is 0.0174.